Dataset: Forward reaction prediction with 1.9M reactions from USPTO patents (1976-2016). Task: Predict the product of the given reaction. (1) The product is: [NH2:1][C:4]1[C:5]([Br:16])=[C:6]([Cl:15])[C:7]2[O:11][C:10]([F:13])([F:12])[O:9][C:8]=2[CH:14]=1. Given the reactants [N+:1]([C:4]1[C:5]([Br:16])=[C:6]([Cl:15])[C:7]2[O:11][C:10]([F:13])([F:12])[O:9][C:8]=2[CH:14]=1)([O-])=O.[Cl-].[NH4+], predict the reaction product. (2) Given the reactants [CH3:1][C:2]1[CH:7]=[CH:6][CH:5]=[CH:4][C:3]=1[N:8]1[CH2:13][CH2:12][NH:11][CH2:10][C:9]1=[O:14].C(N(CC)CC)C.[Cl:22][C:23]1[C:31]([Cl:32])=[CH:30][CH:29]=[CH:28][C:24]=1[C:25](Cl)=[O:26], predict the reaction product. The product is: [Cl:22][C:23]1[C:31]([Cl:32])=[CH:30][CH:29]=[CH:28][C:24]=1[C:25]([N:11]1[CH2:12][CH2:13][N:8]([C:3]2[CH:4]=[CH:5][CH:6]=[CH:7][C:2]=2[CH3:1])[C:9](=[O:14])[CH2:10]1)=[O:26]. (3) Given the reactants [CH2:1]([O:3][C:4]([C:6]1[N:7]=[N:8][N:9]([CH2:12][C:13]2[CH:18]=[CH:17][C:16]([O:19][CH3:20])=[CH:15][CH:14]=2)[C:10]=1[OH:11])=[O:5])[CH3:2].C(=O)([O-])[O-].[K+].[K+].Cl[C:28]([F:35])([F:34])C(OCC)=O, predict the reaction product. The product is: [CH2:1]([O:3][C:4]([C:6]1[N:7]=[N:8][N:9]([CH2:12][C:13]2[CH:14]=[CH:15][C:16]([O:19][CH3:20])=[CH:17][CH:18]=2)[C:10]=1[O:11][CH:28]([F:35])[F:34])=[O:5])[CH3:2]. (4) Given the reactants CON(C)[C:4]([C:6]1[N:7]=[CH:8][N:9]([C:11]2[CH:16]=[CH:15][CH:14]=[C:13]([C:17]3[C:18]([F:24])=[N:19][CH:20]=[CH:21][C:22]=3[F:23])[CH:12]=2)[CH:10]=1)=[O:5].[O:26]1[CH:30]=[CH:29][CH:28]=[CH:27]1, predict the reaction product. The product is: [F:24][C:18]1[C:17]([C:13]2[CH:12]=[C:11]([N:9]3[CH:10]=[C:6]([C:4]([C:27]4[O:26][CH:30]=[CH:29][CH:28]=4)=[O:5])[N:7]=[CH:8]3)[CH:16]=[CH:15][CH:14]=2)=[C:22]([F:23])[CH:21]=[CH:20][N:19]=1. (5) The product is: [F:20][C:18]([C:2]1[CH:11]=[CH:10][C:5]([C:6]([O:8][CH3:9])=[O:7])=[CH:4][CH:3]=1)=[CH2:19]. Given the reactants I[C:2]1[CH:11]=[CH:10][C:5]([C:6]([O:8][CH3:9])=[O:7])=[CH:4][CH:3]=1.C([Mg]Cl)(C)C.Br[C:18]([F:20])=[CH2:19], predict the reaction product.